Dataset: Catalyst prediction with 721,799 reactions and 888 catalyst types from USPTO. Task: Predict which catalyst facilitates the given reaction. (1) Reactant: [NH2:1][C:2]1[C:3]([C:22]2[CH:27]=[CH:26][C:25]([CH3:28])=[CH:24][CH:23]=2)=[C:4]([CH2:13][NH:14]C(=O)OC(C)(C)C)[C:5]([CH2:9][CH:10]([CH3:12])[CH3:11])=[N:6][C:7]=1[CH3:8].C(N(CC)CC)C.[CH3:36][S:37]([Cl:40])(=[O:39])=[O:38].C(OC(=O)C)C.[ClH:47]. Product: [ClH:40].[ClH:47].[NH2:14][CH2:13][C:4]1[C:3]([C:22]2[CH:27]=[CH:26][C:25]([CH3:28])=[CH:24][CH:23]=2)=[C:2]([NH:1][S:37]([CH3:36])(=[O:39])=[O:38])[C:7]([CH3:8])=[N:6][C:5]=1[CH2:9][CH:10]([CH3:12])[CH3:11]. The catalyst class is: 355. (2) Product: [NH2:20][C:8]1[CH:7]=[CH:6][C:5]([O:4][C:3]2[CH:23]=[C:24]([O:27][CH3:28])[CH:25]=[CH:26][C:2]=2[F:1])=[CH:10][C:9]=1[CH2:11][NH:12][C:13](=[O:19])[O:14][C:15]([CH3:17])([CH3:16])[CH3:18]. Reactant: [F:1][C:2]1[CH:26]=[CH:25][C:24]([O:27][CH3:28])=[CH:23][C:3]=1[O:4][C:5]1[CH:6]=[CH:7][C:8]([N+:20]([O-])=O)=[C:9]([CH2:11][NH:12][C:13](=[O:19])[O:14][C:15]([CH3:18])([CH3:17])[CH3:16])[CH:10]=1.[Cl-].[NH4+].C(O)C. The catalyst class is: 150. (3) Product: [CH:8]1[C:9]2[C:14](=[CH:13][CH:12]=[CH:11][CH:10]=2)[CH:15]=[CH:16][C:7]=1[C:5]1[N:6]=[C:2]([NH:1][C:26]([C:18]2[N:17]=[CH:22][CH:21]=[CH:20][C:19]=2[C:23]([OH:25])=[O:24])=[O:27])[S:3][CH:4]=1. Reactant: [NH2:1][C:2]1[S:3][CH:4]=[C:5]([C:7]2[CH:16]=[CH:15][C:14]3[C:9](=[CH:10][CH:11]=[CH:12][CH:13]=3)[CH:8]=2)[N:6]=1.[N:17]1[CH:22]=[CH:21][CH:20]=[C:19]2[C:23]([O:25][C:26](=[O:27])[C:18]=12)=[O:24]. The catalyst class is: 17. (4) Reactant: C(OC([N:8]1[CH2:12][CH2:11][C@H:10]([O:13][C:14]2[C:15]3[CH2:23][N:22]([C:24]4[CH:25]=[N:26][C:27]([O:31][CH3:32])=[C:28]([CH3:30])[CH:29]=4)[CH2:21][CH2:20][C:16]=3[N:17]=[CH:18][N:19]=2)[CH2:9]1)=O)(C)(C)C. Product: [CH3:32][O:31][C:27]1[N:26]=[CH:25][C:24]([N:22]2[CH2:21][CH2:20][C:16]3[N:17]=[CH:18][N:19]=[C:14]([O:13][C@H:10]4[CH2:11][CH2:12][NH:8][CH2:9]4)[C:15]=3[CH2:23]2)=[CH:29][C:28]=1[CH3:30]. The catalyst class is: 137.